Dataset: Catalyst prediction with 721,799 reactions and 888 catalyst types from USPTO. Task: Predict which catalyst facilitates the given reaction. (1) Product: [NH2:7][C:8]1[C:17]([C:18]([O:20][C:21]([CH3:23])([CH3:22])[CH3:24])=[O:19])=[C:16]2[C:11]([CH:12]3[CH2:25][CH:13]3[CH2:14][O:15]2)=[CH:10][CH:9]=1. Reactant: [BH4-].[Na+].FC(F)(F)C([NH:7][C:8]1[C:17]([C:18]([O:20][C:21]([CH3:24])([CH3:23])[CH3:22])=[O:19])=[C:16]2[C:11]([CH:12]3[CH2:25][CH:13]3[CH2:14][O:15]2)=[CH:10][CH:9]=1)=O. The catalyst class is: 8. (2) Reactant: [Cl:1][C:2]1[CH:3]=[CH:4][C:5]([N+:10]([O-:12])=[O:11])=[C:6]([CH:9]=1)[CH:7]=O.[OH2:13].Cl.[NH2:15]O.[OH-].[Na+]. Product: [Cl:1][C:2]1[CH:3]=[CH:4][C:5]([N+:10]([O-:12])=[O:11])=[C:6]([CH:9]=1)[CH:7]=[N:15][OH:13]. The catalyst class is: 14. (3) Reactant: [N:1]1[CH:6]=[CH:5][C:4]([N:7]2[CH2:12][CH2:11][NH:10][CH2:9][CH2:8]2)=[CH:3][CH:2]=1.Br[CH2:14][CH2:15][N:16]1[C:20](=[O:21])[C:19]2=[CH:22][CH:23]=[CH:24][CH:25]=[C:18]2[C:17]1=[O:26].C(=O)([O-])[O-].[K+].[K+].[I-].[K+]. Product: [N:1]1[CH:6]=[CH:5][C:4]([N:7]2[CH2:8][CH2:9][N:10]([CH2:14][CH2:15][N:16]3[C:17](=[O:26])[C:18]4[C:19](=[CH:22][CH:23]=[CH:24][CH:25]=4)[C:20]3=[O:21])[CH2:11][CH2:12]2)=[CH:3][CH:2]=1. The catalyst class is: 9.